Dataset: Reaction yield outcomes from USPTO patents with 853,638 reactions. Task: Predict the reaction yield, written as a fraction of the theoretical maximum amount of product (1.0 means a 100% yield; for example, 0.34 means a 34% yield). (1) The reactants are [OH:1][C@H:2]1[CH2:6][CH2:5][C@H:4]([NH:7][C:8]([C:10]2[C:11]3[CH2:27][O:26][C:25]4[CH:24]=[C:23]([O:28][CH3:29])[C:22](Br)=[CH:21][C:20]=4[C:12]=3[N:13]([C:15]3[CH:19]=[CH:18][S:17][CH:16]=3)[N:14]=2)=[O:9])[CH2:3]1.N[C@H]1CC[C@H](OC([C:40]2[C:41]3COC4C=C(OC)C(Br)=CC=4[C:42]=3[N:43]([C:45]3C=CSC=3)[N:44]=2)=O)C1.CN1C=CC(B2OC(C)(C)C(C)(C)O2)=N1.C1(P(C2CCCCC2)C2C=CC=CC=2C2C(OC)=CC=CC=2OC)CCCCC1.C(=O)([O-])[O-].[K+].[K+]. The catalyst is C([O-])(=O)C.[Pd+2].C([O-])(=O)C.O.O1CCOCC1. The product is [OH:1][C@H:2]1[CH2:6][CH2:5][C@H:4]([NH:7][C:8]([C:10]2[C:11]3[CH2:27][O:26][C:25]4[CH:24]=[C:23]([O:28][CH3:29])[C:22]([C:40]5[CH:41]=[CH:42][N:43]([CH3:45])[N:44]=5)=[CH:21][C:20]=4[C:12]=3[N:13]([C:15]3[CH:19]=[CH:18][S:17][CH:16]=3)[N:14]=2)=[O:9])[CH2:3]1. The yield is 0.650. (2) The reactants are Cl.Cl.[CH:3]1([N:7]2[CH2:12][CH2:11][NH:10][CH2:9][CH2:8]2)[CH2:6][CH2:5][CH2:4]1.[C:13]1([C@@H:19]2[CH2:21][C@H:20]2[C:22](Cl)=[O:23])[CH:18]=[CH:17][CH:16]=[CH:15][CH:14]=1.CCOC(C)=O.CCCCCC. The catalyst is C(Cl)Cl. The product is [CH:3]1([N:7]2[CH2:12][CH2:11][N:10]([C:22]([C@@H:20]3[CH2:21][C@H:19]3[C:13]3[CH:18]=[CH:17][CH:16]=[CH:15][CH:14]=3)=[O:23])[CH2:9][CH2:8]2)[CH2:6][CH2:5][CH2:4]1. The yield is 0.570. (3) The reactants are O[CH:2]([C:6]1[C:14]2[O:13][CH2:12][CH:11]([C:15]3[CH:20]=[CH:19][C:18]([CH:21]([CH3:23])[CH3:22])=[CH:17][CH:16]=3)[C:10]=2[C:9]([CH3:24])=[C:8]([NH:25][C:26](=[O:32])[CH2:27][C:28]([CH3:31])([CH3:30])[CH3:29])[C:7]=1[CH3:33])[CH2:3][CH2:4][CH3:5]. The catalyst is CCCCCC.C(OCC)(=O)C. The product is [CH2:2]([C:6]1[C:14]2[O:13][CH2:12][CH:11]([C:15]3[CH:20]=[CH:19][C:18]([CH:21]([CH3:23])[CH3:22])=[CH:17][CH:16]=3)[C:10]=2[C:9]([CH3:24])=[C:8]([NH:25][C:26](=[O:32])[CH2:27][C:28]([CH3:29])([CH3:31])[CH3:30])[C:7]=1[CH3:33])[CH2:3][CH2:4][CH3:5]. The yield is 0.330.